This data is from Peptide-MHC class I binding affinity with 185,985 pairs from IEDB/IMGT. The task is: Regression. Given a peptide amino acid sequence and an MHC pseudo amino acid sequence, predict their binding affinity value. This is MHC class I binding data. The peptide sequence is TLMNVITLV. The MHC is HLA-A02:01 with pseudo-sequence HLA-A02:01. The binding affinity (normalized) is 0.726.